Dataset: Forward reaction prediction with 1.9M reactions from USPTO patents (1976-2016). Task: Predict the product of the given reaction. (1) Given the reactants [CH2:1]([O:3][C:4](=[O:18])[CH2:5][CH:6]1[O:10][B:9]([OH:11])[C:8]2[CH:12]=[C:13]([OH:17])[CH:14]=[C:15]([CH3:16])[C:7]1=2)[CH3:2].C([O-])([O-])=O.[Cs+].[Cs+].Cl[C:26]1[CH:31]=[N:30][CH:29]=[CH:28][N:27]=1.Cl, predict the reaction product. The product is: [CH2:1]([O:3][C:4](=[O:18])[CH2:5][CH:6]1[O:10][B:9]([OH:11])[C:8]2[CH:12]=[C:13]([O:17][C:26]3[CH:31]=[N:30][CH:29]=[CH:28][N:27]=3)[CH:14]=[C:15]([CH3:16])[C:7]1=2)[CH3:2]. (2) Given the reactants [Cl:1][C:2]1[CH:10]=[C:9]2[C:5]([C:6]([CH2:19][CH:20]([CH3:22])[CH3:21])=[CH:7][N:8]2[C:11]2[S:12][CH:13]=[C:14]([C:16](O)=O)[N:15]=2)=[CH:4][CH:3]=1.ON1C2C=CC=CC=2N=N1.CCN=C=NCCCN(C)C.[NH2:44][C:45]1[C:50]([NH2:51])=[CH:49][CH:48]=[CH:47][N:46]=1, predict the reaction product. The product is: [ClH:1].[Cl:1][C:2]1[CH:10]=[C:9]2[C:5]([C:6]([CH2:19][CH:20]([CH3:22])[CH3:21])=[CH:7][N:8]2[C:11]2[S:12][CH:13]=[C:14]([C:16]3[NH:51][C:50]4[C:45]([N:44]=3)=[N:46][CH:47]=[CH:48][CH:49]=4)[N:15]=2)=[CH:4][CH:3]=1. (3) Given the reactants O1CCCCC1N1C2C(=CC(B3OC(C)(C)C(C)(C)O3)=CC=2)C(C=O)=N1.C(OC(=O)N(CC1C=NC=C(Br)C=1C)C)(C)(C)C.P([O-])([O-])([O-])=O.[K+].[K+].[K+].[C:53]([O:57][C:58](=[O:87])[N:59]([CH2:85]C)[CH2:60][C:61]1[CH:62]=[N:63][CH:64]=[C:65]([C:68]2[CH:69]=[C:70]3[C:74](=[CH:75][CH:76]=2)[N:73]([CH:77]2[CH2:82][CH2:81][CH2:80][CH2:79][O:78]2)[N:72]=[C:71]3[CH:83]=[O:84])[C:66]=1[CH3:67])([CH3:56])([CH3:55])[CH3:54], predict the reaction product. The product is: [C:53]([O:57][C:58](=[O:87])[N:59]([CH2:60][C:61]1[CH:62]=[N:63][CH:64]=[C:65]([C:68]2[CH:69]=[C:70]3[C:74](=[CH:75][CH:76]=2)[N:73]([CH:77]2[CH2:82][CH2:81][CH2:80][CH2:79][O:78]2)[N:72]=[C:71]3[CH:83]=[O:84])[C:66]=1[CH3:67])[CH3:85])([CH3:56])([CH3:54])[CH3:55]. (4) Given the reactants [OH:1][C@@H:2]1[CH2:6][CH2:5][N:4]([C:7]2[C:16]([C:17]3[CH:18]=[N:19][CH:20]=[N:21][CH:22]=3)=[CH:15][C:10]([C:11]([O:13]C)=[O:12])=[CH:9][N:8]=2)[CH2:3]1.[OH-].[Na+].Cl, predict the reaction product. The product is: [OH:1][C@@H:2]1[CH2:6][CH2:5][N:4]([C:7]2[C:16]([C:17]3[CH:18]=[N:19][CH:20]=[N:21][CH:22]=3)=[CH:15][C:10]([C:11]([OH:13])=[O:12])=[CH:9][N:8]=2)[CH2:3]1. (5) Given the reactants BrBr.[CH3:3][O:4][C:5](=[O:16])[C:6]1[CH:11]=[CH:10][CH:9]=[C:8]([NH:12][C:13]([NH2:15])=[S:14])[CH:7]=1.CCOCC, predict the reaction product. The product is: [CH3:3][O:4][C:5]([C:6]1[C:7]2[S:14][C:13]([NH2:15])=[N:12][C:8]=2[CH:9]=[CH:10][CH:11]=1)=[O:16]. (6) Given the reactants [C:1]([O:5][C:6]([NH:8][C:9]1[O:17][C:16]2[C:11](=[N:12][CH:13]=[C:14]([CH2:18][CH2:19][CH2:20]O)[CH:15]=2)[C:10]=1[C:22]([O:24][CH2:25][CH3:26])=[O:23])=[O:7])([CH3:4])([CH3:3])[CH3:2].C(N(S(F)(F)[F:33])CC)C, predict the reaction product. The product is: [C:1]([O:5][C:6]([NH:8][C:9]1[O:17][C:16]2[C:11](=[N:12][CH:13]=[C:14]([CH2:18][CH2:19][CH2:20][F:33])[CH:15]=2)[C:10]=1[C:22]([O:24][CH2:25][CH3:26])=[O:23])=[O:7])([CH3:4])([CH3:3])[CH3:2].